From a dataset of Catalyst prediction with 721,799 reactions and 888 catalyst types from USPTO. Predict which catalyst facilitates the given reaction. Reactant: [C:1]([O:5][C:6](=[O:15])[NH:7][C:8]1[CH:9]=[N:10][C:11]([CH3:14])=[CH:12][CH:13]=1)([CH3:4])([CH3:3])[CH3:2]. Product: [C:1]([O:5][C:6](=[O:15])[NH:7][CH:8]1[CH2:13][CH2:12][CH:11]([CH3:14])[NH:10][CH2:9]1)([CH3:4])([CH3:2])[CH3:3]. The catalyst class is: 847.